Dataset: Forward reaction prediction with 1.9M reactions from USPTO patents (1976-2016). Task: Predict the product of the given reaction. (1) The product is: [O:38]1[C:42]2[CH:43]=[CH:44][C:45]([C:47]3([CH3:54])[NH:51][C:50](=[O:52])[N:49]([CH2:7][CH2:8][CH2:9][CH2:10][O:11][C:12]4[C:13]([CH2:29][CH2:30][CH3:31])=[C:14]5[C:18](=[CH:19][CH:20]=4)[C:17]([C:25]([F:28])([F:27])[F:26])([C:21]([F:24])([F:23])[F:22])[O:16][CH2:15]5)[C:48]3=[O:53])=[CH:46][C:41]=2[O:40][CH2:39]1. Given the reactants CN(C)C=O.Br[CH2:7][CH2:8][CH2:9][CH2:10][O:11][C:12]1[C:13]([CH2:29][CH2:30][CH3:31])=[C:14]2[C:18](=[CH:19][CH:20]=1)[C:17]([C:25]([F:28])([F:27])[F:26])([C:21]([F:24])([F:23])[F:22])[O:16][CH2:15]2.C(=O)([O-])[O-].[K+].[K+].[O:38]1[C:42]2[CH:43]=[CH:44][C:45]([C:47]3([CH3:54])[NH:51][C:50](=[O:52])[NH:49][C:48]3=[O:53])=[CH:46][C:41]=2[O:40][CH2:39]1, predict the reaction product. (2) Given the reactants [CH3:1][C:2](=[CH2:15])[CH2:3][O:4][C:5]1[CH:6]=[C:7]([OH:14])[CH:8]=[CH:9][C:10]=1[N+:11]([O-])=O.S(S([O-])=O)([O-])=O.[Na+].[Na+].Cl.[OH-].[Na+], predict the reaction product. The product is: [NH2:11][C:10]1[CH:9]=[CH:8][C:7]([OH:14])=[CH:6][C:5]=1[O:4][CH2:3][C:2]([CH3:15])=[CH2:1].